From a dataset of Full USPTO retrosynthesis dataset with 1.9M reactions from patents (1976-2016). Predict the reactants needed to synthesize the given product. (1) Given the product [CH:17]1([CH2:16][C@H:12]([NH:11][C:9](=[O:10])[O:8][CH2:1][C:2]2[CH:7]=[CH:6][CH:5]=[CH:4][CH:3]=2)[CH2:13][OH:14])[CH2:18][CH2:19]1, predict the reactants needed to synthesize it. The reactants are: [CH2:1]([O:8][C:9]([NH:11][C@@H:12]([CH2:16][CH:17]1[CH2:19][CH2:18]1)[C:13](O)=[O:14])=[O:10])[C:2]1[CH:7]=[CH:6][CH:5]=[CH:4][CH:3]=1.Cl. (2) Given the product [OH:1][C:2]1[CH:3]=[C:4]([S:8][CH2:9][CH2:10][CH2:11][C:12]([N:20]([CH2:19][C:18]2[CH:22]=[CH:23][CH:24]=[CH:25][C:17]=2[O:16][CH3:15])[CH3:21])=[O:14])[CH:5]=[CH:6][CH:7]=1, predict the reactants needed to synthesize it. The reactants are: [OH:1][C:2]1[CH:3]=[C:4]([S:8][CH2:9][CH2:10][CH2:11][C:12]([OH:14])=O)[CH:5]=[CH:6][CH:7]=1.[CH3:15][O:16][C:17]1[CH:25]=[CH:24][CH:23]=[CH:22][C:18]=1[CH2:19][NH:20][CH3:21]. (3) Given the product [F:17][C:14]1[CH:15]=[CH:16][C:11]2[N:10]=[C:8]([C:3]3[C:2]([NH2:1])=[N:7][CH:6]=[CH:5][N:4]=3)[O:18][C:12]=2[CH:13]=1, predict the reactants needed to synthesize it. The reactants are: [NH2:1][C:2]1[C:3]([C:8]([NH:10][C:11]2[CH:16]=[CH:15][C:14]([F:17])=[CH:13][C:12]=2[OH:18])=O)=[N:4][CH:5]=[CH:6][N:7]=1.C1(P(C2C=CC=CC=2)C2C=CC=CC=2)C=CC=CC=1.N1C=CC=CC=1.ClC(Cl)(Cl)C#N. (4) Given the product [C:10]([C:8]1[N:9]=[C:5]([CH2:4][O:3][S:20]([CH3:23])(=[O:22])=[O:21])[O:6][CH:7]=1)(=[O:12])[CH3:11], predict the reactants needed to synthesize it. The reactants are: N#N.[OH:3][CH2:4][C:5]1[O:6][CH:7]=[C:8]([C:10](=[O:12])[CH3:11])[N:9]=1.CCN(CC)CC.[S:20](Cl)([CH3:23])(=[O:22])=[O:21]. (5) Given the product [CH2:1]=[C:2]1[CH2:7][O:6][C@H:5]([C:8]2[CH:13]=[C:12]([F:14])[C:11]([F:15])=[CH:10][C:9]=2[F:16])[C@@H:4]([NH2:17])[CH2:3]1, predict the reactants needed to synthesize it. The reactants are: [CH2:1]=[C:2]1[CH2:7][O:6][C@H:5]([C:8]2[CH:13]=[C:12]([F:14])[C:11]([F:15])=[CH:10][C:9]=2[F:16])[C@@H:4]([N+:17]([O-])=O)[CH2:3]1.Cl.CCOCC.[OH-].[Na+]. (6) Given the product [CH:20]([C:22]1[CH:27]=[CH:26][C:25]([C:2]2[CH:7]=[CH:6][C:5]([C:8]3[NH:12][C:11]4[CH:13]=[CH:14][CH:15]=[C:16]([C:17]([NH2:19])=[O:18])[C:10]=4[N:9]=3)=[CH:4][CH:3]=2)=[CH:24][CH:23]=1)=[O:21], predict the reactants needed to synthesize it. The reactants are: Br[C:2]1[CH:7]=[CH:6][C:5]([C:8]2[NH:12][C:11]3[CH:13]=[CH:14][CH:15]=[C:16]([C:17]([NH2:19])=[O:18])[C:10]=3[N:9]=2)=[CH:4][CH:3]=1.[CH:20]([C:22]1[CH:27]=[CH:26][C:25](B(O)O)=[CH:24][CH:23]=1)=[O:21].C(=O)([O-])[O-].[Na+].[Na+].